Dataset: Catalyst prediction with 721,799 reactions and 888 catalyst types from USPTO. Task: Predict which catalyst facilitates the given reaction. (1) Reactant: CC1C=CC(S(O[CH2:12][CH:13]2[O:18][C:17]3[CH:19]=[C:20]([O:23][S:24]([CH3:27])(=[O:26])=[O:25])[CH:21]=[CH:22][C:16]=3[O:15][CH2:14]2)(=O)=O)=CC=1.[CH3:28][NH:29][CH3:30]. Product: [CH3:27][S:24]([O:23][C:20]1[CH:21]=[CH:22][C:16]2[O:15][CH2:14][CH:13]([CH2:12][N:29]([CH3:30])[CH3:28])[O:18][C:17]=2[CH:19]=1)(=[O:26])=[O:25]. The catalyst class is: 10. (2) Reactant: [NH2:1][C:2]1[CH:7]=[C:6]([C:8]2[CH:9]=[N:10][C:11]([O:14][CH3:15])=[CH:12][CH:13]=2)[CH:5]=[CH:4][C:3]=1[C:16]([NH:18][C@H:19]([C:27]([O:29][CH3:30])=[O:28])[C@@H:20]([CH3:26])[O:21][C:22]([CH3:25])([CH3:24])[CH3:23])=[O:17].[N:31]([C:34]1[C:39]([CH3:40])=[CH:38][C:37]([CH2:41][O:42][CH3:43])=[CH:36][C:35]=1[CH3:44])=[C:32]=[O:33]. Product: [CH3:23][C:22]([O:21][C@H:20]([CH3:26])[C@@H:19]([C:27]([O:29][CH3:30])=[O:28])[NH:18][C:16]([C:3]1[CH:4]=[CH:5][C:6]([C:8]2[CH:9]=[N:10][C:11]([O:14][CH3:15])=[CH:12][CH:13]=2)=[CH:7][C:2]=1[NH:1][C:32]([NH:31][C:34]1[C:39]([CH3:40])=[CH:38][C:37]([CH2:41][O:42][CH3:43])=[CH:36][C:35]=1[CH3:44])=[O:33])=[O:17])([CH3:24])[CH3:25]. The catalyst class is: 17.